Predict which catalyst facilitates the given reaction. From a dataset of Catalyst prediction with 721,799 reactions and 888 catalyst types from USPTO. Reactant: C(OC([N:8]1[CH2:13][CH2:12][CH:11]([C:14]2[O:15][C:16]([C:19]3[CH:24]=[CH:23][CH:22]=[CH:21][CH:20]=3)=[N:17][N:18]=2)[CH2:10][CH2:9]1)=O)(C)(C)C.C(O)(C(F)(F)F)=O.N. Product: [C:19]1([C:16]2[O:15][C:14]([CH:11]3[CH2:12][CH2:13][NH:8][CH2:9][CH2:10]3)=[N:18][N:17]=2)[CH:20]=[CH:21][CH:22]=[CH:23][CH:24]=1. The catalyst class is: 61.